This data is from Forward reaction prediction with 1.9M reactions from USPTO patents (1976-2016). The task is: Predict the product of the given reaction. (1) Given the reactants [Br:1][C:2]1[CH:7]=[CH:6][N:5]=[CH:4][C:3]=1[CH:8]=[O:9].[CH3:10][Mg]Br, predict the reaction product. The product is: [Br:1][C:2]1[CH:7]=[CH:6][N:5]=[CH:4][C:3]=1[CH:8]([OH:9])[CH3:10]. (2) Given the reactants [CH3:1][C:2]1[O:6][N:5]=[CH:4][CH:3]=1.C([O-])C.[Na+].[F:11][C:12]([F:26])([F:25])[C:13]1[CH:14]=[C:15]([NH:19][C:20]([CH3:24])=[CH:21][C:22]#[N:23])[CH:16]=[CH:17][CH:18]=1.[CH:27]([C:29]1[CH:36]=[CH:35][C:32]([C:33]#[N:34])=[CH:31][CH:30]=1)=O.N1CCCCC1, predict the reaction product. The product is: [C:2]([C:3]1[CH:27]([C:29]2[CH:36]=[CH:35][C:32]([C:33]#[N:34])=[CH:31][CH:30]=2)[C:21]([C:22]#[N:23])=[C:20]([CH3:24])[N:19]([C:15]2[CH:16]=[CH:17][CH:18]=[C:13]([C:12]([F:25])([F:26])[F:11])[CH:14]=2)[C:4]=1[NH2:5])(=[O:6])[CH3:1]. (3) Given the reactants [Cl:1][C:2]1[CH:3]=[C:4]([N:11]2[CH2:16][CH2:15][N:14]([CH2:17][CH3:18])[CH2:13][CH2:12]2)[CH:5]=[CH:6][C:7]=1[N+:8]([O-])=O, predict the reaction product. The product is: [Cl:1][C:2]1[CH:3]=[C:4]([N:11]2[CH2:16][CH2:15][N:14]([CH2:17][CH3:18])[CH2:13][CH2:12]2)[CH:5]=[CH:6][C:7]=1[NH2:8].